From a dataset of Reaction yield outcomes from USPTO patents with 853,638 reactions. Predict the reaction yield, written as a fraction of the theoretical maximum amount of product (1.0 means a 100% yield; for example, 0.34 means a 34% yield). (1) The reactants are [N:1]1[C:10]2[C:5](=[CH:6][CH:7]=[CH:8][CH:9]=2)[CH:4]=[CH:3][C:2]=1[NH:11][CH2:12][CH2:13][CH2:14][NH2:15].[S:16]1[CH:20]=[CH:19][C:18]([CH:21]=O)=[CH:17]1. No catalyst specified. The product is [N:1]1[C:10]2[C:5](=[CH:6][CH:7]=[CH:8][CH:9]=2)[CH:4]=[CH:3][C:2]=1[NH:11][CH2:12][CH2:13][CH2:14][NH:15][CH2:21][C:18]1[CH:19]=[CH:20][S:16][CH:17]=1. The yield is 0.740. (2) The reactants are [F:1][C:2]1[CH:3]=[C:4]([CH:12]=[C:13]([F:21])[C:14]=1[CH2:15]OS(C)(=O)=O)[C:5]([O:7][C:8]([CH3:11])([CH3:10])[CH3:9])=[O:6].[Cl:22][C:23]1[CH:24]=[C:25]([C:30]([C:33]2[N:37]([C:38]3[CH:43]=[CH:42][C:41]([F:44])=[C:40]([O:45][CH3:46])[CH:39]=3)[C:36]([SH:47])=[N:35][CH:34]=2)([CH3:32])[CH3:31])[CH:26]=[CH:27][C:28]=1[Cl:29].C([O-])([O-])=O.[K+].[K+]. The catalyst is CC(C)=O.CCOC(C)=O.O. The product is [Cl:22][C:23]1[CH:24]=[C:25]([C:30]([C:33]2[N:37]([C:38]3[CH:43]=[CH:42][C:41]([F:44])=[C:40]([O:45][CH3:46])[CH:39]=3)[C:36]([S:47][CH2:15][C:14]3[C:13]([F:21])=[CH:12][C:4]([C:5]([O:7][C:8]([CH3:9])([CH3:10])[CH3:11])=[O:6])=[CH:3][C:2]=3[F:1])=[N:35][CH:34]=2)([CH3:32])[CH3:31])[CH:26]=[CH:27][C:28]=1[Cl:29]. The yield is 0.870. (3) The reactants are [OH:1][C:2]1[C:10]2[C@:9]3([CH3:28])[C:11](=[O:27])[C:12](/[C:16](/[CH3:26])=[N:17]/[O:18][CH2:19][C:20](=[CH2:25])[O:21]COC)=[C:13]([OH:15])[CH:14]=[C:8]3[O:7][C:6]=2[C:5]([C:29]([NH:31][CH2:32][C:33]2[C:42]3[C:37](=[CH:38][CH:39]=[CH:40][CH:41]=3)[CH:36]=[CH:35][C:34]=2[CH3:43])=[O:30])=[C:4]([O:44][CH3:45])[CH:3]=1.S(=O)(=O)(O)O. The catalyst is O1CCCC1. The product is [OH:1][C:2]1[C:10]2[C@:9]3([CH3:28])[C:11](=[O:27])[C:12](/[C:16](=[N:17]/[O:18][CH2:19][C:20](=[O:21])[CH3:25])/[CH3:26])=[C:13]([OH:15])[CH:14]=[C:8]3[O:7][C:6]=2[C:5]([C:29]([NH:31][CH2:32][C:33]2[C:42]3[C:37](=[CH:38][CH:39]=[CH:40][CH:41]=3)[CH:36]=[CH:35][C:34]=2[CH3:43])=[O:30])=[C:4]([O:44][CH3:45])[CH:3]=1. The yield is 0.530. (4) The reactants are I[C:2]1[CH:7]=[CH:6][C:5]([Br:8])=[CH:4][CH:3]=1.[CH:9]#[C:10][CH2:11][CH2:12][CH2:13][CH2:14][CH2:15][CH2:16][CH2:17][CH3:18].C(OP([O-])OCC)C. The catalyst is [Pd](Cl)Cl.[Cu]I.C1(P(C2C=CC=CC=2)C2C=CC=CC=2)C=CC=CC=1. The product is [C:9]([C:2]1[CH:7]=[CH:6][C:5]([Br:8])=[CH:4][CH:3]=1)#[C:10][CH2:11][CH2:12][CH2:13][CH2:14][CH2:15][CH2:16][CH2:17][CH3:18]. The yield is 0.980.